This data is from Full USPTO retrosynthesis dataset with 1.9M reactions from patents (1976-2016). The task is: Predict the reactants needed to synthesize the given product. (1) Given the product [CH2:1]([N:3]([CH2:26][CH:27]([OH:28])[CH3:29])[C:4]([C:6]1[CH:7]=[C:8]2[C:16](=[CH:17][CH:18]=1)[N:15]([CH3:19])[C:14]1[CH2:13][CH2:12][CH:11]([CH:20]3[CH2:25][CH2:24][O:23][CH2:22][CH2:21]3)[CH2:10][C:9]2=1)=[O:5])[CH3:2], predict the reactants needed to synthesize it. The reactants are: [CH2:1]([N:3]([CH2:26][CH:27]=[O:28])[C:4]([C:6]1[CH:7]=[C:8]2[C:16](=[CH:17][CH:18]=1)[N:15]([CH3:19])[C:14]1[CH2:13][CH2:12][CH:11]([CH:20]3[CH2:25][CH2:24][O:23][CH2:22][CH2:21]3)[CH2:10][C:9]2=1)=[O:5])[CH3:2].[CH3:29][Mg]Cl. (2) Given the product [NH2:23][C:7]1[C:8]([C:9]2[CH:14]=[CH:13][C:12]([C:15]([F:16])([F:17])[F:18])=[CH:11][C:10]=2[S:19]([CH3:22])(=[O:21])=[O:20])=[C:3]([O:2][CH3:1])[C:4](=[O:27])[N:5]([CH3:26])[N:6]=1, predict the reactants needed to synthesize it. The reactants are: [CH3:1][O:2][C:3]1[C:4](=[O:27])[N:5]([CH3:26])[N:6]=[C:7]([N+:23]([O-])=O)[C:8]=1[C:9]1[CH:14]=[CH:13][C:12]([C:15]([F:18])([F:17])[F:16])=[CH:11][C:10]=1[S:19]([CH3:22])(=[O:21])=[O:20].C(O)C.C([O-])=O.[NH4+]. (3) Given the product [O:29]1[CH2:25][CH2:26][N:27]=[C:28]1[N:22]([CH2:21][CH2:20][CH2:19][CH2:18][O:17][C:13]1[CH:12]=[C:11]2[C:16](=[CH:15][CH:14]=1)[N:8]([C:5]1[CH:4]=[CH:3][C:2]([F:1])=[CH:7][CH:6]=1)[CH:9]=[CH:10]2)[CH3:23], predict the reactants needed to synthesize it. The reactants are: [F:1][C:2]1[CH:7]=[CH:6][C:5]([N:8]2[C:16]3[C:11](=[CH:12][C:13]([O:17][CH2:18][CH2:19][CH2:20][CH2:21][NH:22][CH3:23])=[CH:14][CH:15]=3)[CH:10]=[CH:9]2)=[CH:4][CH:3]=1.Cl[CH2:25][CH2:26][N:27]=[C:28]=[O:29].CCN(CC)CC.Cl. (4) Given the product [F:61][C:46]([F:45])([F:60])[C:47]1[CH:52]=[CH:51][N:50]=[C:49]([CH2:53][CH:54]2[CH2:58][CH2:57][CH2:56][CH:55]2[N:35]2[C:36](=[O:43])[C:37]3[C:42](=[CH:41][CH:40]=[CH:39][CH:38]=3)[C:34]2=[O:44])[CH:48]=1, predict the reactants needed to synthesize it. The reactants are: CC(OC(/N=N/C(OC(C)C)=O)=O)C.C1(P(C2C=CC=CC=2)C2C=CC=CC=2)C=CC=CC=1.[C:34]1(=[O:44])[C:42]2[C:37](=[CH:38][CH:39]=[CH:40][CH:41]=2)[C:36](=[O:43])[NH:35]1.[F:45][C:46]([F:61])([F:60])[C:47]1[CH:52]=[CH:51][N:50]=[C:49]([CH2:53][CH:54]2[CH2:58][CH2:57][CH2:56][CH:55]2O)[CH:48]=1. (5) Given the product [F:18][C:19]1[CH:20]=[C:21]([CH:25]=[CH:26][C:27]=1[O:28][CH:29]1[CH2:33][CH2:32][N:31]([CH:34]2[CH2:39][CH2:38][N:37]([C:8]3[S:9][N:5]=[C:1]([CH:2]([CH3:4])[CH3:3])[N:7]=3)[CH2:36][CH2:35]2)[C:30]1=[O:40])[C:22]([O:24][CH3:12])=[O:23], predict the reactants needed to synthesize it. The reactants are: [C:1](Cl)(=[NH:5])[CH:2]([CH3:4])[CH3:3].[N-:7]=[C:8]=[S:9].[Na+].N1C=CC=C[CH:12]=1.Cl.[F:18][C:19]1[CH:20]=[C:21]([CH:25]=[CH:26][C:27]=1[O:28][CH:29]1[CH2:33][CH2:32][N:31]([CH:34]2[CH2:39][CH2:38][NH:37][CH2:36][CH2:35]2)[C:30]1=[O:40])[C:22]([OH:24])=[O:23]. (6) Given the product [CH2:1]([O:3][C:4](=[O:26])[C@@H:5]([O:24][CH3:25])[CH2:6][C:7]1[CH:12]=[CH:11][C:10]([O:13][C:14]([C:17]([OH:19])=[O:18])([CH3:15])[CH3:16])=[CH:9][CH:8]=1)[CH3:2], predict the reactants needed to synthesize it. The reactants are: [CH2:1]([O:3][C:4](=[O:26])[C@@H:5]([O:24][CH3:25])[CH2:6][C:7]1[CH:12]=[CH:11][C:10]([O:13][C:14]([C:17]([O:19]C(C)(C)C)=[O:18])([CH3:16])[CH3:15])=[CH:9][CH:8]=1)[CH3:2].C(OC(=O)[C@@H](OC)CC1C=CC(OCC(O)=O)=CC=1)C. (7) Given the product [CH3:6][O:5][C:1](=[O:4])[CH2:2][CH2:3][N:15]1[CH2:14][CH2:13][C:12]2([CH2:11][CH2:10][C:9]([N:8]([CH3:25])[CH3:7])([C:19]3[CH:24]=[CH:23][CH:22]=[CH:21][CH:20]=3)[CH2:18][CH2:17]2)[CH2:16]1, predict the reactants needed to synthesize it. The reactants are: [C:1]([O:5][CH3:6])(=[O:4])[CH:2]=[CH2:3].[CH3:7][N:8]([CH3:25])[C:9]1([C:19]2[CH:24]=[CH:23][CH:22]=[CH:21][CH:20]=2)[CH2:18][CH2:17][C:12]2([CH2:16][NH:15][CH2:14][CH2:13]2)[CH2:11][CH2:10]1. (8) Given the product [NH2:7][CH2:8][C@H:9]1[CH2:14][CH2:13][C@H:12]([CH2:15][NH:16][C:17]2[C:22]([N+:23]([O-:25])=[O:24])=[CH:21][N:20]=[C:19]([NH:26][CH2:27][C:28]3[C:29]([CH3:46])=[C:30]([C:34]4[CH:39]=[CH:38][CH:37]=[C:36]([CH2:40][NH:41][CH2:42][C:43]([NH2:44])=[O:45])[CH:35]=4)[CH:31]=[CH:32][CH:33]=3)[N:18]=2)[CH2:11][CH2:10]1, predict the reactants needed to synthesize it. The reactants are: C(OC(=O)[NH:7][CH2:8][CH:9]1[CH2:14][CH2:13][CH:12]([CH2:15][NH:16][C:17]2[C:22]([N+:23]([O-:25])=[O:24])=[CH:21][N:20]=[C:19]([NH:26][CH2:27][C:28]3[C:29]([CH3:46])=[C:30]([C:34]4[CH:39]=[CH:38][CH:37]=[C:36]([CH2:40][NH:41][CH2:42][C:43](=[O:45])[NH2:44])[CH:35]=4)[CH:31]=[CH:32][CH:33]=3)[N:18]=2)[CH2:11][CH2:10]1)(C)(C)C.Cl.C([O-])(O)=O.[Na+]. (9) Given the product [F:1][C:2]1[CH:3]=[C:4]2[C:8](=[CH:9][CH:10]=1)[NH:7][C:6](=[O:11])/[C:5]/2=[CH:12]\[C:14]1[NH:15][C:16]([CH3:34])=[C:17]([S:24]([C:27]2[CH:28]=[CH:29][C:30]([CH3:33])=[CH:31][CH:32]=2)(=[O:25])=[O:26])[C:18]=1[CH2:19][CH2:20][C:21]([OH:23])=[O:22], predict the reactants needed to synthesize it. The reactants are: [F:1][C:2]1[CH:3]=[C:4]2[C:8](=[CH:9][CH:10]=1)[NH:7][C:6](=[O:11])[CH2:5]2.[CH:12]([C:14]1[NH:15][C:16]([CH3:34])=[C:17]([S:24]([C:27]2[CH:32]=[CH:31][C:30]([CH3:33])=[CH:29][CH:28]=2)(=[O:26])=[O:25])[C:18]=1[CH2:19][CH2:20][C:21]([OH:23])=[O:22])=O.N1CCCCC1. (10) Given the product [CH3:1][O:2][C:3]1[CH:4]=[C:5]2[C:9](=[CH:10][CH:11]=1)[NH:8][C:7]([CH3:12])=[C:6]2[CH2:28][C:29]#[N:30], predict the reactants needed to synthesize it. The reactants are: [CH3:1][O:2][C:3]1[CH:4]=[C:5]2[C:9](=[CH:10][CH:11]=1)[NH:8][C:7]([CH3:12])=[CH:6]2.C=O.CNC.CI.[Si](C#N)(C)(C)C.CC[CH2:28][CH2:29][N+:30](CCCC)(CCCC)CCCC.[F-].